The task is: Predict which catalyst facilitates the given reaction.. This data is from Catalyst prediction with 721,799 reactions and 888 catalyst types from USPTO. (1) Reactant: [F:1][C:2]1[CH:16]=[CH:15][C:5]([CH2:6][C:7]2[O:11][C:10]([C:12](O)=[O:13])=[CH:9][CH:8]=2)=[CH:4][CH:3]=1.S(Cl)([Cl:19])=O. Product: [F:1][C:2]1[CH:16]=[CH:15][C:5]([CH2:6][C:7]2[O:11][C:10]([C:12]([Cl:19])=[O:13])=[CH:9][CH:8]=2)=[CH:4][CH:3]=1. The catalyst class is: 3. (2) Reactant: C([O:4][CH2:5][CH2:6][CH2:7][N:8]1[C:13](=[O:14])[C:12]2[N:15]([CH2:29][C:30]3[CH:35]=[CH:34][C:33]([Cl:36])=[CH:32][CH:31]=3)[C:16]([C:18]3[CH:23]=[CH:22][CH:21]=[C:20]([O:24][C:25]([F:28])([F:27])[F:26])[CH:19]=3)=[CH:17][C:11]=2[N:10]([CH3:37])[C:9]1=[O:38])(=O)C.O[Li].O. Product: [Cl:36][C:33]1[CH:34]=[CH:35][C:30]([CH2:29][N:15]2[C:12]3[C:13](=[O:14])[N:8]([CH2:7][CH2:6][CH2:5][OH:4])[C:9](=[O:38])[N:10]([CH3:37])[C:11]=3[CH:17]=[C:16]2[C:18]2[CH:23]=[CH:22][CH:21]=[C:20]([O:24][C:25]([F:26])([F:27])[F:28])[CH:19]=2)=[CH:31][CH:32]=1. The catalyst class is: 569. (3) Reactant: [CH3:1][C:2]1[C:18]([N+:19]([O-])=O)=[CH:17][CH:16]=[CH:15][C:3]=1[CH2:4][C:5]1([C:8]([O:10][C:11]([CH3:14])([CH3:13])[CH3:12])=[O:9])[CH2:7][CH2:6]1. Product: [NH2:19][C:18]1[C:2]([CH3:1])=[C:3]([CH:15]=[CH:16][CH:17]=1)[CH2:4][C:5]1([C:8]([O:10][C:11]([CH3:14])([CH3:13])[CH3:12])=[O:9])[CH2:7][CH2:6]1. The catalyst class is: 29. (4) The catalyst class is: 22. Product: [Br-:8].[CH2:9]([N+:1]1[CH:6]=[CH:5][C:4]([CH3:7])=[CH:3][CH:2]=1)[CH2:10][CH2:11][CH2:12][CH2:13][CH3:14]. Reactant: [N:1]1[CH:6]=[CH:5][C:4]([CH3:7])=[CH:3][CH:2]=1.[Br:8][CH2:9][CH2:10][CH2:11][CH2:12][CH2:13][CH3:14].C(#N)C.CCOCC.